This data is from NCI-60 drug combinations with 297,098 pairs across 59 cell lines. The task is: Regression. Given two drug SMILES strings and cell line genomic features, predict the synergy score measuring deviation from expected non-interaction effect. Drug 1: CCC1(CC2CC(C3=C(CCN(C2)C1)C4=CC=CC=C4N3)(C5=C(C=C6C(=C5)C78CCN9C7C(C=CC9)(C(C(C8N6C=O)(C(=O)OC)O)OC(=O)C)CC)OC)C(=O)OC)O.OS(=O)(=O)O. Drug 2: C1C(C(OC1N2C=NC3=C(N=C(N=C32)Cl)N)CO)O. Cell line: UACC-257. Synergy scores: CSS=26.0, Synergy_ZIP=-9.88, Synergy_Bliss=-0.685, Synergy_Loewe=-0.245, Synergy_HSA=0.329.